This data is from Full USPTO retrosynthesis dataset with 1.9M reactions from patents (1976-2016). The task is: Predict the reactants needed to synthesize the given product. The reactants are: [CH3:1][C:2]([C:35]([OH:37])=[O:36])([C:4]1[CH:5]=[CH:6][C:7]([CH:10]([OH:34])[CH2:11][CH2:12][CH2:13][N:14]2[CH2:19][CH2:18][CH:17]([C:20]([OH:33])([C:27]3[CH:28]=[CH:29][CH:30]=[CH:31][CH:32]=3)[C:21]3[CH:22]=[CH:23][CH:24]=[CH:25][CH:26]=3)[CH2:16][CH2:15]2)=[CH:8][CH:9]=1)[CH3:3].Cl.C(#N)C.C(N(CC)CC)C. Given the product [CH3:3][C:2]([C:35]([OH:37])=[O:36])([C:4]1[CH:9]=[CH:8][C:7]([CH:10]([OH:34])[CH2:11][CH2:12][CH2:13][N:14]2[CH2:15][CH2:16][CH:17]([C:20]([OH:33])([C:21]3[CH:26]=[CH:25][CH:24]=[CH:23][CH:22]=3)[C:27]3[CH:28]=[CH:29][CH:30]=[CH:31][CH:32]=3)[CH2:18][CH2:19]2)=[CH:6][CH:5]=1)[CH3:1], predict the reactants needed to synthesize it.